Dataset: NCI-60 drug combinations with 297,098 pairs across 59 cell lines. Task: Regression. Given two drug SMILES strings and cell line genomic features, predict the synergy score measuring deviation from expected non-interaction effect. (1) Drug 1: CC1=C(N=C(N=C1N)C(CC(=O)N)NCC(C(=O)N)N)C(=O)NC(C(C2=CN=CN2)OC3C(C(C(C(O3)CO)O)O)OC4C(C(C(C(O4)CO)O)OC(=O)N)O)C(=O)NC(C)C(C(C)C(=O)NC(C(C)O)C(=O)NCCC5=NC(=CS5)C6=NC(=CS6)C(=O)NCCC[S+](C)C)O. Drug 2: CN(C(=O)NC(C=O)C(C(C(CO)O)O)O)N=O. Cell line: HOP-92. Synergy scores: CSS=18.5, Synergy_ZIP=-8.42, Synergy_Bliss=-2.39, Synergy_Loewe=-10.9, Synergy_HSA=-1.54. (2) Drug 1: CN1CCC(CC1)COC2=C(C=C3C(=C2)N=CN=C3NC4=C(C=C(C=C4)Br)F)OC. Drug 2: COCCOC1=C(C=C2C(=C1)C(=NC=N2)NC3=CC=CC(=C3)C#C)OCCOC.Cl. Cell line: K-562. Synergy scores: CSS=42.1, Synergy_ZIP=5.26, Synergy_Bliss=7.86, Synergy_Loewe=-19.8, Synergy_HSA=5.08. (3) Drug 1: CN(C)N=NC1=C(NC=N1)C(=O)N. Drug 2: C1=CN(C(=O)N=C1N)C2C(C(C(O2)CO)O)O.Cl. Cell line: SW-620. Synergy scores: CSS=37.7, Synergy_ZIP=1.37, Synergy_Bliss=-0.804, Synergy_Loewe=-71.7, Synergy_HSA=-4.95. (4) Drug 1: CN(C)C1=NC(=NC(=N1)N(C)C)N(C)C. Drug 2: C1CCC(C(C1)N)N.C(=O)(C(=O)[O-])[O-].[Pt+4]. Cell line: BT-549. Synergy scores: CSS=-5.06, Synergy_ZIP=-1.24, Synergy_Bliss=-2.21, Synergy_Loewe=-20.1, Synergy_HSA=-7.53.